The task is: Predict the reactants needed to synthesize the given product.. This data is from Full USPTO retrosynthesis dataset with 1.9M reactions from patents (1976-2016). (1) The reactants are: [NH2:1][C:2]1[N:7]=[C:6]([C@:8]2([CH3:19])[CH2:13][C@@H:12]([C:14]([F:17])([F:16])[F:15])[O:11][C:10]([NH2:18])=[N:9]2)[C:5]([F:20])=[CH:4][CH:3]=1.C(N(C(C)C)CC)(C)C.[C:30](O[C:30]([O:32][C:33]([CH3:36])([CH3:35])[CH3:34])=[O:31])([O:32][C:33]([CH3:36])([CH3:35])[CH3:34])=[O:31]. Given the product [NH2:1][C:2]1[N:7]=[C:6]([C@:8]2([CH3:19])[CH2:13][C@@H:12]([C:14]([F:15])([F:17])[F:16])[O:11][C:10]([NH:18][C:30](=[O:31])[O:32][C:33]([CH3:36])([CH3:35])[CH3:34])=[N:9]2)[C:5]([F:20])=[CH:4][CH:3]=1, predict the reactants needed to synthesize it. (2) Given the product [CH3:17][NH:18][C:19]([N:21]1[C:29]2[C:24](=[CH:25][C:26]([O:30][C:31]3[CH:36]=[CH:35][N:34]=[C:33]([NH:37][C:38]([NH:40][CH2:41][C:42]([N:6]4[CH2:7][CH2:8][C:3]([OH:2])([CH3:9])[CH2:4][CH2:5]4)=[O:43])=[O:39])[CH:32]=3)=[CH:27][CH:28]=2)[CH:23]=[CH:22]1)=[O:20], predict the reactants needed to synthesize it. The reactants are: Cl.[OH:2][C:3]1([CH3:9])[CH2:8][CH2:7][NH:6][CH2:5][CH2:4]1.C(N(CC)CC)C.[CH3:17][NH:18][C:19]([N:21]1[C:29]2[C:24](=[CH:25][C:26]([O:30][C:31]3[CH:36]=[CH:35][N:34]=[C:33]([NH:37][C:38]([NH:40][CH2:41][C:42](O)=[O:43])=[O:39])[CH:32]=3)=[CH:27][CH:28]=2)[CH:23]=[CH:22]1)=[O:20].O. (3) Given the product [NH2:25][CH2:24][CH2:23][CH2:22][CH2:21][C@H:20]([NH:32][C:33](=[O:49])[C@@H:34]([NH:39][C:40](=[O:48])[CH2:41][C:42]1[CH:47]=[CH:46][CH:45]=[CH:44][CH:43]=1)[C@@H:35]([CH3:38])[CH2:36][CH3:37])[C:19]([N:11]1[C:12]2[C:17](=[CH:16][CH:15]=[CH:14][CH:13]=2)[CH2:18][C@H:10]1[C:8]([NH:7][CH2:6][C:5]1[N:1]=[N:2][NH:3][N:4]=1)=[O:9])=[O:50], predict the reactants needed to synthesize it. The reactants are: [N:1]1[NH:2][N:3]=[N:4][C:5]=1[CH2:6][NH:7][C:8]([C@@H:10]1[CH2:18][C:17]2[C:12](=[CH:13][CH:14]=[CH:15][CH:16]=2)[N:11]1[C:19](=[O:50])[C@@H:20]([NH:32][C:33](=[O:49])[C@@H:34]([NH:39][C:40](=[O:48])[CH2:41][C:42]1[CH:47]=[CH:46][CH:45]=[CH:44][CH:43]=1)[C@@H:35]([CH3:38])[CH2:36][CH3:37])[CH2:21][CH2:22][CH2:23][CH2:24][NH:25]C(OCC=C)=C)=[O:9].C([SiH](CC)CC)C. (4) Given the product [Si:15]([O:14][CH:12]1[CH2:13][N:10]([C:7]2[S:8][CH:9]=[C:5]([CH2:4][NH:1][C:33]([O:35][CH2:36][C:37]3[CH:38]=[CH:39][C:40]([N+:43]([O-:45])=[O:44])=[CH:41][CH:42]=3)=[O:34])[N:6]=2)[CH2:11]1)([C:28]([CH3:31])([CH3:30])[CH3:29])([C:22]1[CH:27]=[CH:26][CH:25]=[CH:24][CH:23]=1)[C:16]1[CH:21]=[CH:20][CH:19]=[CH:18][CH:17]=1, predict the reactants needed to synthesize it. The reactants are: [N:1]([CH2:4][C:5]1[N:6]=[C:7]([N:10]2[CH2:13][CH:12]([O:14][Si:15]([C:28]([CH3:31])([CH3:30])[CH3:29])([C:22]3[CH:27]=[CH:26][CH:25]=[CH:24][CH:23]=3)[C:16]3[CH:21]=[CH:20][CH:19]=[CH:18][CH:17]=3)[CH2:11]2)[S:8][CH:9]=1)=[N+]=[N-].Cl[C:33]([O:35][CH2:36][C:37]1[CH:42]=[CH:41][C:40]([N+:43]([O-:45])=[O:44])=[CH:39][CH:38]=1)=[O:34].C(N(CC)CC)C. (5) The reactants are: [CH3:1][O:2][C:3]([CH:5]1[CH:11]([C:12]([O:14][CH3:15])=[O:13])[CH:10]2[O:16][CH:6]1[CH2:7][C:8]([C:18]1[N:26](C3CCCCO3)[C:25]3[C:24](=[O:33])[N:23]([CH2:34][CH2:35][CH3:36])[C:22](=[O:37])[N:21]([CH2:38][CH2:39][CH3:40])[C:20]=3[N:19]=1)([OH:17])[CH2:9]2)=[O:4]. Given the product [CH3:1][O:2][C:3]([CH:5]1[CH:11]([C:12]([O:14][CH3:15])=[O:13])[CH:10]2[O:16][CH:6]1[CH2:7][C:8]([C:18]1[NH:26][C:25]3[C:24](=[O:33])[N:23]([CH2:34][CH2:35][CH3:36])[C:22](=[O:37])[N:21]([CH2:38][CH2:39][CH3:40])[C:20]=3[N:19]=1)([OH:17])[CH2:9]2)=[O:4], predict the reactants needed to synthesize it. (6) Given the product [N+:12]([O-:15])([OH:14])=[O:13].[CH3:1][C:2]1[CH:8]=[CH:7][C:6]([N+:9]([O-:11])=[O:10])=[CH:5][C:3]=1[NH:4][C:17]([NH2:18])=[NH:16], predict the reactants needed to synthesize it. The reactants are: [CH3:1][C:2]1[CH:8]=[CH:7][C:6]([N+:9]([O-:11])=[O:10])=[CH:5][C:3]=1[NH2:4].[N+:12]([O-:15])([OH:14])=[O:13].[N:16]#[C:17][NH2:18]. (7) Given the product [C:1]([O:5][C:6]([N:8]1[CH2:13][CH2:12][N:11]([C:14]2[C:23](=[O:25])[NH:22][C:21]3[C:16](=[CH:17][CH:18]=[CH:19][CH:20]=3)[N:15]=2)[CH2:10][CH2:9]1)=[O:7])([CH3:4])([CH3:3])[CH3:2], predict the reactants needed to synthesize it. The reactants are: [C:1]([O:5][C:6]([N:8]1[CH2:13][CH2:12][N:11]([C:14]2[C:23](Cl)=[N:22][C:21]3[C:16](=[CH:17][CH:18]=[CH:19][CH:20]=3)[N:15]=2)[CH2:10][CH2:9]1)=[O:7])([CH3:4])([CH3:3])[CH3:2].[OH-:25].[Na+].[Cl-].[Na+]. (8) Given the product [CH2:1]([O:3][C:4](=[O:24])[CH2:5][C:6]1[CH:11]=[CH:10][CH:9]=[C:8]([O:12][C:13]2[CH:18]=[CH:17][C:16]([N+:19]([O-:21])=[O:20])=[CH:15][C:14]=2[CH2:22][NH:34][C@@H:26]([CH3:25])[CH2:27][C:28]2[CH:33]=[CH:32][CH:31]=[CH:30][CH:29]=2)[CH:7]=1)[CH3:2], predict the reactants needed to synthesize it. The reactants are: [CH2:1]([O:3][C:4](=[O:24])[CH2:5][C:6]1[CH:11]=[CH:10][CH:9]=[C:8]([O:12][C:13]2[CH:18]=[CH:17][C:16]([N+:19]([O-:21])=[O:20])=[CH:15][C:14]=2[CH:22]=O)[CH:7]=1)[CH3:2].[CH3:25][C@H:26]([NH2:34])[CH2:27][C:28]1[CH:33]=[CH:32][CH:31]=[CH:30][CH:29]=1.[CH3:25][C@H:26]([NH2:34])[CH2:27][C:28]1[CH:33]=[CH:32][CH:31]=[CH:30][CH:29]=1.OS(O)(=O)=O. (9) Given the product [C:39]([OH:46])(=[O:45])/[CH:40]=[CH:41]\[C:42]([OH:44])=[O:43].[CH2:1]([O:3][C:4]([C:6]1([N:19]([C:24]2[CH:29]=[CH:28][CH:27]=[C:26]([Br:30])[CH:25]=2)[C:20](=[O:23])[CH2:21][CH3:22])[CH2:7][CH2:8][N:9]([CH2:12][C:13]2[CH:18]=[CH:17][CH:16]=[CH:15][CH:14]=2)[CH2:10][CH2:11]1)=[O:5])[CH3:2], predict the reactants needed to synthesize it. The reactants are: [CH2:1]([O:3][C:4]([C:6]1([N:19]([C:24]2[CH:29]=[CH:28][CH:27]=[C:26]([Br:30])[CH:25]=2)[C:20](=[O:23])[CH2:21][CH3:22])[CH2:11][CH2:10][N:9]([CH2:12][C:13]2[CH:18]=[CH:17][CH:16]=[CH:15][CH:14]=2)[CH2:8][CH2:7]1)=[O:5])[CH3:2].BrC1C=C(C=CC=1)N.[C:39]([OH:46])(=[O:45])/[CH:40]=[CH:41]\[C:42]([OH:44])=[O:43]. (10) Given the product [F:17][C:12]1[CH:13]=[CH:14][CH:15]=[CH:16][C:11]=1[C:8]1[N:6]2[N:7]=[C:2]([SH:19])[CH:3]=[CH:4][C:5]2=[N:10][N:9]=1, predict the reactants needed to synthesize it. The reactants are: Cl[C:2]1[CH:3]=[CH:4][C:5]2[N:6]([C:8]([C:11]3[CH:16]=[CH:15][CH:14]=[CH:13][C:12]=3[F:17])=[N:9][N:10]=2)[N:7]=1.O.[SH-:19].[Na+].